From a dataset of Reaction yield outcomes from USPTO patents with 853,638 reactions. Predict the reaction yield, written as a fraction of the theoretical maximum amount of product (1.0 means a 100% yield; for example, 0.34 means a 34% yield). (1) The reactants are C1(N(CCO)C(C2C(OCC3C=CC=CC=3)=C(O)N=C(CC3(C4C=CC=CC=4)CCCC3)N=2)=O)CC1.[Si]([O:44][CH2:45][CH2:46][N:47]([CH:77]1[CH2:80][CH2:79][CH2:78]1)[C:48]([C:50]1[C:55]([O:56][CH2:57][C:58]2[CH:63]=[CH:62][CH:61]=[CH:60][CH:59]=2)=[C:54]([OH:64])[N:53]=[C:52]([CH2:65][C:66]2([C:71]3[CH:76]=[CH:75][CH:74]=[CH:73][CH:72]=3)[CH2:70][CH2:69][CH2:68][CH2:67]2)[N:51]=1)=[O:49])(C(C)(C)C)(C)C. No catalyst specified. The product is [CH:77]1([N:47]([CH2:46][CH2:45][OH:44])[C:48]([C:50]2[C:55]([O:56][CH2:57][C:58]3[CH:63]=[CH:62][CH:61]=[CH:60][CH:59]=3)=[C:54]([OH:64])[N:53]=[C:52]([CH2:65][C:66]3([C:71]4[CH:72]=[CH:73][CH:74]=[CH:75][CH:76]=4)[CH2:70][CH2:69][CH2:68][CH2:67]3)[N:51]=2)=[O:49])[CH2:78][CH2:79][CH2:80]1. The yield is 0.994. (2) The reactants are C([O:5][C:6](=[O:42])[CH2:7][N:8]1[CH2:16][CH2:15][N:14]([CH2:17][C:18](=[O:24])[O:19]C(C)(C)C)[CH2:13][CH2:12][N:11]([CH:25]([CH2:30][CH2:31][CH2:32][C:33]2[CH:38]=[CH:37][C:36]([N+:39]([O-:41])=[O:40])=[CH:35][CH:34]=2)[C:26]([O:28]C)=[O:27])[CH2:10][CH2:9]1)(C)(C)C.Cl. No catalyst specified. The product is [C:18]([CH2:17][N:14]1[CH2:15][CH2:16][N:8]([CH2:7][C:6]([OH:42])=[O:5])[CH2:9][CH2:10][N:11]([CH:25]([CH2:30][CH2:31][CH2:32][C:33]2[CH:34]=[CH:35][C:36]([N+:39]([O-:41])=[O:40])=[CH:37][CH:38]=2)[C:26]([OH:28])=[O:27])[CH2:12][CH2:13]1)([OH:24])=[O:19]. The yield is 0.912. (3) The reactants are [Cl:1][C:2]1[CH:30]=[CH:29][C:5]([CH2:6][C:7]2[N:8]=[C:9]([C:23]3[CH:28]=[CH:27][N:26]=[CH:25][CH:24]=3)[S:10][C:11]=2[C:12]2[N:16](S(N(C)C)(=O)=O)[CH:15]=[N:14][CH:13]=2)=[CH:4][CH:3]=1.C(=O)(O)[O-].[Na+]. The catalyst is Br.O.C(Cl)Cl. The product is [Cl:1][C:2]1[CH:30]=[CH:29][C:5]([CH2:6][C:7]2[N:8]=[C:9]([C:23]3[CH:28]=[CH:27][N:26]=[CH:25][CH:24]=3)[S:10][C:11]=2[C:12]2[NH:16][CH:15]=[N:14][CH:13]=2)=[CH:4][CH:3]=1. The yield is 0.270. (4) The reactants are [Cl:1][S:2]([OH:5])(=O)=[O:3].[Br:6][CH2:7][C:8]1[C:12]2[CH:13]=[CH:14][CH:15]=[CH:16][C:11]=2[O:10][N:9]=1. No catalyst specified. The product is [Br:6][CH2:7][C:8]1[C:12]2[CH:13]=[C:14]([S:2]([Cl:1])(=[O:5])=[O:3])[CH:15]=[CH:16][C:11]=2[O:10][N:9]=1. The yield is 0.800. (5) The reactants are C(N1CCN(C2C=CC([NH:20][C:21]3[C:26]([F:27])=[CH:25][N:24]=[C:23](Cl)[N:22]=3)=CC=2)CC1)C1C=CC=CC=1.[CH2:29]1[CH2:39][O:38][C:37]2[CH:36]=[CH:35][C:33]([NH2:34])=[CH:32][C:31]=2[O:30]1. No catalyst specified. The product is [CH2:29]1[CH2:39][O:38][C:37]2[CH:36]=[CH:35][C:33]([NH:34][C:23]3[N:22]=[C:21]([NH2:20])[C:26]([F:27])=[CH:25][N:24]=3)=[CH:32][C:31]=2[O:30]1. The yield is 0.630. (6) The reactants are [CH3:1][Li].[Cl:3][C:4]1[CH:11]=[CH:10][C:7]([CH:8]=[O:9])=[C:6]([N+:12]([O-:14])=[O:13])[CH:5]=1. The catalyst is O1CCCC1. The product is [Cl:3][C:4]1[CH:11]=[CH:10][C:7]([CH:8]([OH:9])[CH3:1])=[C:6]([N+:12]([O-:14])=[O:13])[CH:5]=1. The yield is 0.660. (7) The reactants are [CH2:1]([N:4]1[C@H:9]([CH3:10])[CH2:8][N:7](C(OCC)=O)[C@@H:6]([CH3:16])[CH2:5]1)[CH:2]=[CH2:3].[OH-].[K+].C(=O)=O.C1(C)C=CC=CC=1. The catalyst is C(O)C. The product is [CH2:1]([N:4]1[CH2:5][C@@H:6]([CH3:16])[NH:7][CH2:8][C@@H:9]1[CH3:10])[CH:2]=[CH2:3]. The yield is 0.690.